From a dataset of Forward reaction prediction with 1.9M reactions from USPTO patents (1976-2016). Predict the product of the given reaction. The product is: [C:1]([O:5][C:6]([N:8]1[CH2:13][CH2:12][N:11]([CH2:15][CH2:16][CH2:17][Cl:18])[CH2:10][CH2:9]1)=[O:7])([CH3:4])([CH3:2])[CH3:3]. Given the reactants [C:1]([O:5][C:6]([N:8]1[CH2:13][CH2:12][NH:11][CH2:10][CH2:9]1)=[O:7])([CH3:4])([CH3:3])[CH3:2].Br[CH2:15][CH2:16][CH2:17][Cl:18], predict the reaction product.